This data is from Full USPTO retrosynthesis dataset with 1.9M reactions from patents (1976-2016). The task is: Predict the reactants needed to synthesize the given product. (1) Given the product [C:1]([O:5][C:6]([NH:8][C@@H:9]([CH2:20][CH2:21][C:22](=[O:29])[N:23]1[CH2:24][CH2:25][CH2:26][CH2:27][CH2:28]1)[C:10]([OH:12])=[O:11])=[O:7])([CH3:4])([CH3:2])[CH3:3], predict the reactants needed to synthesize it. The reactants are: [C:1]([O:5][C:6]([NH:8][C@@H:9]([CH2:20][CH2:21][C:22](=[O:29])[N:23]1[CH2:28][CH2:27][CH2:26][CH2:25][CH2:24]1)[C:10]([O:12]CC1C=CC=CC=1)=[O:11])=[O:7])([CH3:4])([CH3:3])[CH3:2]. (2) Given the product [F:15][C:16]1[CH:17]=[CH:18][C:19]([N:22]2[C:30]3[CH2:29][CH2:28][CH2:27][N:26]([C:10](=[O:12])[CH2:9][C:6]4[CH:5]=[CH:4][C:3]([C:2]([F:1])([F:14])[F:13])=[CH:8][CH:7]=4)[C:25]=3[CH:24]=[N:23]2)=[CH:20][CH:21]=1, predict the reactants needed to synthesize it. The reactants are: [F:1][C:2]([F:14])([F:13])[C:3]1[CH:8]=[CH:7][C:6]([CH2:9][C:10]([OH:12])=O)=[CH:5][CH:4]=1.[F:15][C:16]1[CH:21]=[CH:20][C:19]([N:22]2[C:30]3[CH2:29][CH2:28][CH2:27][NH:26][C:25]=3[CH:24]=[N:23]2)=[CH:18][CH:17]=1. (3) The reactants are: [CH3:1][O:2][CH2:3][O:4][C:5]1[CH:6]=[CH:7][C:8]([CH2:11][OH:12])=[N:9][CH:10]=1.N1C=CN=C1.CN(C=O)C.[C:23]([Si:27]([CH3:30])([CH3:29])Cl)([CH3:26])([CH3:25])[CH3:24]. Given the product [Si:27]([O:12][CH2:11][C:8]1[CH:7]=[CH:6][C:5]([O:4][CH2:3][O:2][CH3:1])=[CH:10][N:9]=1)([C:23]([CH3:26])([CH3:25])[CH3:24])([CH3:30])[CH3:29], predict the reactants needed to synthesize it.